From a dataset of Forward reaction prediction with 1.9M reactions from USPTO patents (1976-2016). Predict the product of the given reaction. (1) Given the reactants [CH3:1][C:2]([CH3:18])([CH3:17])[C@@H:3]([C:14]([OH:16])=[O:15])[NH:4][C:5](N(C)CCCC=C)=[O:6].[CH3:19][C:20]([NH2:27])([CH2:22][CH2:23][CH2:24][CH:25]=[CH2:26])[CH3:21], predict the reaction product. The product is: [CH3:19][C:20]([NH:27][C:5]([NH:4][C@H:3]([C:14]([OH:16])=[O:15])[C:2]([CH3:1])([CH3:17])[CH3:18])=[O:6])([CH3:21])[CH2:22][CH2:23][CH2:24][CH:25]=[CH2:26]. (2) The product is: [OH:3][C@H:4]1[CH2:9][CH2:8][CH2:7][N:6]([C:10]2[N:11]=[C:12]3[CH:29]=[C:28](/[CH:30]=[CH:31]/[C:32]4[S:33][CH:34]=[C:35]([CH:37]([CH3:39])[CH3:38])[N:36]=4)[CH:27]=[CH:26][N:13]3[C:14](=[O:25])[C:15]=2/[CH:16]=[CH:17]/[C:18]([O:20][C:21]([CH3:22])([CH3:23])[CH3:24])=[O:19])[CH2:5]1. Given the reactants C([O:3][C@H:4]1[CH2:9][CH2:8][CH2:7][N:6]([C:10]2[N:11]=[C:12]3[CH:29]=[C:28](/[CH:30]=[CH:31]/[C:32]4[S:33][CH:34]=[C:35]([CH:37]([CH3:39])[CH3:38])[N:36]=4)[CH:27]=[CH:26][N:13]3[C:14](=[O:25])[C:15]=2/[CH:16]=[CH:17]/[C:18]([O:20][C:21]([CH3:24])([CH3:23])[CH3:22])=[O:19])[CH2:5]1)=O.C(O[C@@H]1CCCN(C2N=C3C=C(/C=C/C4SC=C(C(C)C)N=4)C=CN3C(=O)C=2/C=C/C(OC(C)(C)C)=O)C1)=O.OC1CCCN(C2N=C3C=C(/C=C/C4SC=C(C(C)C)N=4)C=CN3C(=O)C=2/C=C/C(OC(C)(C)C)=O)C1, predict the reaction product. (3) Given the reactants Cl[CH2:2][CH2:3][CH2:4][S:5]([N:8]1[CH2:13][CH2:12][CH:11]([C:14]2[C:22]3[C:17](=[C:18]([C:30]([NH2:32])=[O:31])[CH:19]=[C:20]([C:23]4[CH:28]=[CH:27][CH:26]=[C:25]([F:29])[CH:24]=4)[CH:21]=3)[NH:16][N:15]=2)[CH2:10][CH2:9]1)(=[O:7])=[O:6].C([O-])([O-])=O.[K+].[K+].[OH:39][CH:40]1[CH2:45][CH2:44][NH:43][CH2:42][CH2:41]1, predict the reaction product. The product is: [F:29][C:25]1[CH:24]=[C:23]([C:20]2[CH:21]=[C:22]3[C:17](=[C:18]([C:30]([NH2:32])=[O:31])[CH:19]=2)[NH:16][N:15]=[C:14]3[CH:11]2[CH2:12][CH2:13][N:8]([S:5]([CH2:4][CH2:3][CH2:2][N:43]3[CH2:44][CH2:45][CH:40]([OH:39])[CH2:41][CH2:42]3)(=[O:7])=[O:6])[CH2:9][CH2:10]2)[CH:28]=[CH:27][CH:26]=1. (4) The product is: [CH3:23][O:22][C:15]1[CH:14]=[C:13]([CH:18]=[CH:17][C:16]=1[N+:19]([O-:21])=[O:20])[O:9][CH2:8][CH2:7][N:1]1[CH2:6][CH2:5][CH2:4][CH2:3][CH2:2]1. Given the reactants [N:1]1([CH2:7][CH2:8][OH:9])[CH2:6][CH2:5][CH2:4][CH2:3][CH2:2]1.[OH-].[K+].F[C:13]1[CH:18]=[CH:17][C:16]([N+:19]([O-:21])=[O:20])=[C:15]([O:22][CH3:23])[CH:14]=1, predict the reaction product. (5) Given the reactants [CH2:1]([O:8][C:9](=[O:33])[N:10]([CH2:31][CH3:32])[CH2:11][C:12]1[CH:17]=[C:16]([C:18]([F:21])([F:20])[F:19])[CH:15]=[CH:14][C:13]=1B1OC(C)(C)C(C)(C)O1)[C:2]1[CH:7]=[CH:6][CH:5]=[CH:4][CH:3]=1.[CH2:34]([O:36][C:37](=[O:49])[CH2:38][C:39]1[CH:44]=[CH:43][C:42]([O:45][CH2:46][CH3:47])=[C:41](Br)[CH:40]=1)[CH3:35], predict the reaction product. The product is: [CH2:34]([O:36][C:37](=[O:49])[CH2:38][C:39]1[CH:40]=[C:41]([C:13]2[CH:14]=[CH:15][C:16]([C:18]([F:19])([F:20])[F:21])=[CH:17][C:12]=2[CH2:11][N:10]([C:9]([O:8][CH2:1][C:2]2[CH:3]=[CH:4][CH:5]=[CH:6][CH:7]=2)=[O:33])[CH2:31][CH3:32])[C:42]([O:45][CH2:46][CH3:47])=[CH:43][CH:44]=1)[CH3:35]. (6) Given the reactants [F:1][C:2]1[CH:7]=[CH:6][CH:5]=[CH:4][C:3]=1[N:8]1[C:16]2[C:11](=[C:12]([N:17]3[CH2:21][CH2:20][NH:19][C:18]3=[O:22])[CH:13]=[CH:14][CH:15]=2)[CH:10]=[N:9]1.C(N(CC)CC)C.[CH3:30][S:31](Cl)(=[O:33])=[O:32], predict the reaction product. The product is: [F:1][C:2]1[CH:7]=[CH:6][CH:5]=[CH:4][C:3]=1[N:8]1[C:16]2[C:11](=[C:12]([N:17]3[CH2:21][CH2:20][N:19]([S:31]([CH3:30])(=[O:33])=[O:32])[C:18]3=[O:22])[CH:13]=[CH:14][CH:15]=2)[CH:10]=[N:9]1. (7) Given the reactants Cl.[CH3:2][CH:3]1[CH2:7][CH2:6][CH2:5][CH:4]1[NH2:8].C(N(CC)CC)C.[F:16][C:17]1[CH:18]=[C:19]([CH:23]=[C:24]([O:30][CH3:31])[C:25]=1[O:26][CH2:27][C:28]#[CH:29])[C:20](Cl)=[O:21], predict the reaction product. The product is: [CH3:2][CH:3]1[CH2:7][CH2:6][CH2:5][CH:4]1[NH:8][C:20](=[O:21])[C:19]1[CH:23]=[C:24]([O:30][CH3:31])[C:25]([O:26][CH2:27][C:28]#[CH:29])=[C:17]([F:16])[CH:18]=1. (8) Given the reactants [CH2:1]([O:8][C@@H:9]1[CH2:14][C@H:13]([CH3:15])[CH2:12][CH2:11][C@H:10]1[CH:16]=[CH:17]C(=C)C)[C:2]1[CH:7]=[CH:6][CH:5]=[CH:4][CH:3]=1.[OH:21]OS([O-])=O.[K+].[O-]S([O-])=O.[Na+].[Na+].CCOC(C)=O, predict the reaction product. The product is: [CH2:1]([O:8][C@@H:9]1[CH2:14][C@H:13]([CH3:15])[CH2:12][CH2:11][C@H:10]1[C:16](=[O:21])[CH3:17])[C:2]1[CH:7]=[CH:6][CH:5]=[CH:4][CH:3]=1. (9) The product is: [C:1]1([CH3:11])[CH:2]=[CH:3][C:4]([S:7]([OH:10])(=[O:8])=[O:9])=[CH:5][CH:6]=1.[C:16]([C:18]1[CH:23]=[CH:22][CH:21]=[CH:20][C:19]=1[C:24]1[C:25](=[O:42])[N:26]([C:36]2[CH:41]=[CH:40][CH:39]=[CH:38][CH:37]=2)[CH:27]=[C:28]([C:30]2[CH:35]=[CH:34][CH:33]=[CH:32][N:31]=2)[CH:29]=1)#[N:17]. Given the reactants [C:1]1([CH3:11])[CH:6]=[CH:5][C:4]([S:7]([OH:10])(=[O:9])=[O:8])=[CH:3][CH:2]=1.C(O)(C)C.[C:16]([C:18]1[CH:23]=[CH:22][CH:21]=[CH:20][C:19]=1[C:24]1[C:25](=[O:42])[N:26]([C:36]2[CH:41]=[CH:40][CH:39]=[CH:38][CH:37]=2)[CH:27]=[C:28]([C:30]2[CH:35]=[CH:34][CH:33]=[CH:32][N:31]=2)[CH:29]=1)#[N:17].CC(C)=O, predict the reaction product. (10) Given the reactants C(O)(=O)C.Br[C:6]1[C:11](=[O:12])[N:10]2[CH:13]=[CH:14][CH:15]=[CH:16][C:9]2=[N:8][C:7]=1[CH3:17].BrC1C(=O)N2C=CC=CC2=NC=1CCCC.[Cl:34][C:35]1[CH:40]=[CH:39][C:38](B(O)O)=[CH:37][CH:36]=1.COC1C=CC(B(O)O)=CC=1, predict the reaction product. The product is: [Cl:34][C:35]1[CH:40]=[CH:39][C:38]([C:6]2[C:11](=[O:12])[N:10]3[CH:13]=[CH:14][CH:15]=[CH:16][C:9]3=[N:8][C:7]=2[CH3:17])=[CH:37][CH:36]=1.